This data is from Catalyst prediction with 721,799 reactions and 888 catalyst types from USPTO. The task is: Predict which catalyst facilitates the given reaction. (1) Reactant: [OH:1][C:2]1[C:9]([O:10][CH3:11])=[CH:8][C:5]([CH:6]=[O:7])=[CH:4][C:3]=1[O:12][CH3:13].C([O-])([O-])=O.[Cs+].[Cs+].[CH:20]1([CH2:26][CH2:27]Br)[CH2:25][CH2:24][CH2:23][CH2:22][CH2:21]1.O. Product: [CH:20]1([CH2:26][CH2:27][O:1][C:2]2[C:3]([O:12][CH3:13])=[CH:4][C:5]([CH:6]=[O:7])=[CH:8][C:9]=2[O:10][CH3:11])[CH2:25][CH2:24][CH2:23][CH2:22][CH2:21]1. The catalyst class is: 3. (2) Reactant: [NH:1]1[C:5]2[CH:6]=[CH:7][CH:8]=[CH:9][C:4]=2[N:3]=[C:2]1[NH:10][C:11](=[O:18])OCC(Cl)(Cl)Cl.[C:19]1([C:25]2[N:29]=[C:28]([N:30]3[CH2:35][CH2:34][NH:33][CH2:32][CH2:31]3)[S:27][N:26]=2)[CH:24]=[CH:23][CH:22]=[CH:21][CH:20]=1.C(N(C(C)C)CC)(C)C.O. Product: [NH:3]1[C:4]2[CH:9]=[CH:8][CH:7]=[CH:6][C:5]=2[N:1]=[C:2]1[NH:10][C:11]([N:33]1[CH2:34][CH2:35][N:30]([C:28]2[S:27][N:26]=[C:25]([C:19]3[CH:24]=[CH:23][CH:22]=[CH:21][CH:20]=3)[N:29]=2)[CH2:31][CH2:32]1)=[O:18]. The catalyst class is: 16. (3) Reactant: Cl[C:2]([O:4][CH2:5][C:6]1[CH:11]=[CH:10][CH:9]=[CH:8][CH:7]=1)=[O:3].[NH2:12][C:13]1[CH:14]=[CH:15][C:16]([F:22])=[C:17]([C:19](=[O:21])[CH3:20])[CH:18]=1.CCOC(C)=O. Product: [CH2:5]([O:4][C:2](=[O:3])[NH:12][C:13]1[CH:14]=[CH:15][C:16]([F:22])=[C:17]([C:19](=[O:21])[CH3:20])[CH:18]=1)[C:6]1[CH:11]=[CH:10][CH:9]=[CH:8][CH:7]=1. The catalyst class is: 568. (4) Reactant: [C:1]([C:3]1[CH:8]=[CH:7][C:6]([CH2:9][CH2:10][C:11]2[C:15]3[C:16](=[O:30])[N:17]([C:24]4[CH:29]=[CH:28][CH:27]=[CH:26][CH:25]=4)[C:18]4[N:19]=[CH:20][CH:21]=[CH:22][C:23]=4[C:14]=3[NH:13][N:12]=2)=[CH:5][CH:4]=1)#N.S(=O)(=O)(O)[OH:32].[OH2:36]. The catalyst class is: 16. Product: [C:1]([C:3]1[CH:4]=[CH:5][C:6]([CH2:9][CH2:10][C:11]2[C:15]3[C:16](=[O:30])[N:17]([C:24]4[CH:25]=[CH:26][CH:27]=[CH:28][CH:29]=4)[C:18]4[N:19]=[CH:20][CH:21]=[CH:22][C:23]=4[C:14]=3[NH:13][N:12]=2)=[CH:7][CH:8]=1)([OH:32])=[O:36]. (5) The catalyst class is: 6. Reactant: [OH:1][C:2]1[CH:3]=[C:4]([CH2:8][NH:9][C:10](=[O:18])[C:11]2[CH:16]=[CH:15][CH:14]=[N:13][C:12]=2[NH2:17])[CH:5]=[CH:6][CH:7]=1.Br[CH2:20][C:21]#[CH:22].C(=O)([O-])[O-].[Cs+].[Cs+].CN(C=O)C. Product: [CH2:22]([O:1][C:2]1[CH:3]=[C:4]([CH2:8][NH:9][C:10](=[O:18])[C:11]2[CH:16]=[CH:15][CH:14]=[N:13][C:12]=2[NH2:17])[CH:5]=[CH:6][CH:7]=1)[C:21]#[CH:20]. (6) The catalyst class is: 39. Product: [C:72]([O:76][C:77]([NH:79][CH2:80][CH2:81][NH:82][C:31](=[O:32])[CH2:30][O:29][C:28]1[CH:27]=[C:26]([C@@:18]([OH:25])([C:19]2[CH:24]=[CH:23][CH:22]=[CH:21][CH:20]=2)[C:17]([O:16][CH2:15][CH:12]2[CH2:13][CH2:14][N:9]([CH2:2][C:3]3[CH:4]=[CH:5][CH:6]=[CH:7][CH:8]=3)[CH2:10][CH2:11]2)=[O:37])[CH:36]=[CH:35][CH:34]=1)=[O:78])([CH3:75])([CH3:74])[CH3:73]. Reactant: Cl.[CH2:2]([N:9]1[CH2:14][CH2:13][CH:12]([CH2:15][O:16][C:17](=[O:37])[C@:18]([C:26]2[CH:27]=[C:28]([CH:34]=[CH:35][CH:36]=2)[O:29][CH2:30][C:31](O)=[O:32])([OH:25])[C:19]2[CH:24]=[CH:23][CH:22]=[CH:21][CH:20]=2)[CH2:11][CH2:10]1)[C:3]1[CH:8]=[CH:7][CH:6]=[CH:5][CH:4]=1.CCN(C(C)C)C(C)C.CN(C(ON1N=NC2C=CC=NC1=2)=[N+](C)C)C.F[P-](F)(F)(F)(F)F.Cl.[C:72]([O:76][C:77]([NH:79][CH2:80][CH2:81][NH2:82])=[O:78])([CH3:75])([CH3:74])[CH3:73]. (7) Reactant: [CH3:1][CH2:2][CH2:3][CH2:4][CH2:5][N:6]([CH2:8][CH2:9][C:10]([P:16]([OH:19])([OH:18])=[O:17])([P:12]([OH:15])([OH:14])=[O:13])[OH:11])[CH3:7].[OH-].[Na+:21]. Product: [CH3:1][CH2:2][CH2:3][CH2:4][CH2:5][N:6]([CH2:8][CH2:9][C:10]([P:16]([O-:19])([OH:18])=[O:17])([P:12]([OH:15])([OH:14])=[O:13])[OH:11])[CH3:7].[Na+:21]. The catalyst class is: 41. (8) Reactant: C[O:2][C:3]1[CH:4]=[CH:5][C:6]2[C:10]([O:11][C:12]3[CH:26]=[CH:25][C:15]([O:16][CH2:17][CH2:18][N:19]4[CH2:24][CH2:23][CH2:22][CH2:21][CH2:20]4)=[CH:14][CH:13]=3)=[C:9]([CH:27]3[CH2:32][CH2:31][S:30][CH2:29][CH2:28]3)[S:8][C:7]=2[CH:33]=1.Cl.CCOCC.B(Br)(Br)Br. Product: [N:19]1([CH2:18][CH2:17][O:16][C:15]2[CH:14]=[CH:13][C:12]([O:11][C:10]3[C:6]4[CH:5]=[CH:4][C:3]([OH:2])=[CH:33][C:7]=4[S:8][C:9]=3[CH:27]3[CH2:32][CH2:31][S:30][CH2:29][CH2:28]3)=[CH:26][CH:25]=2)[CH2:24][CH2:23][CH2:22][CH2:21][CH2:20]1. The catalyst class is: 98.